Task: Predict the reaction yield, written as a fraction of the theoretical maximum amount of product (1.0 means a 100% yield; for example, 0.34 means a 34% yield).. Dataset: Reaction yield outcomes from USPTO patents with 853,638 reactions No catalyst specified. The product is [Cl:4][C:5]1[CH:6]=[C:7]([OH:13])[CH:8]=[C:9]([O:11][CH3:12])[CH:10]=1. The yield is 0.900. The reactants are C[S-].[Na+].[Cl:4][C:5]1[CH:10]=[C:9]([O:11][CH3:12])[CH:8]=[C:7]([O:13]C)[CH:6]=1.